The task is: Predict the product of the given reaction.. This data is from Forward reaction prediction with 1.9M reactions from USPTO patents (1976-2016). (1) The product is: [CH2:1]([O:8][C:9]([NH:11][C:12]([CH3:20])([CH3:19])[CH2:13][S:14]([NH2:28])(=[O:16])=[O:15])=[O:10])[C:2]1[CH:7]=[CH:6][CH:5]=[CH:4][CH:3]=1. Given the reactants [CH2:1]([O:8][C:9]([NH:11][C:12]([CH3:20])([CH3:19])[CH2:13][S:14]([O:16]CC)=[O:15])=[O:10])[C:2]1[CH:7]=[CH:6][CH:5]=[CH:4][CH:3]=1.[OH-].[Na+].C([O-])(=O)C.[Na+].[NH2:28]OS(O)(=O)=O, predict the reaction product. (2) Given the reactants Br[C:2]1[CH:7]=[CH:6][C:5]([Br:8])=[CH:4][N:3]=1.[O:9]1[C:13]2([CH2:18][CH2:17][C:16](=[O:19])[CH2:15][CH2:14]2)[O:12][CH2:11][CH2:10]1, predict the reaction product. The product is: [Br:8][C:5]1[CH:6]=[CH:7][C:2]([C:16]2([OH:19])[CH2:17][CH2:18][C:13]3([O:12][CH2:11][CH2:10][O:9]3)[CH2:14][CH2:15]2)=[N:3][CH:4]=1.